Dataset: Forward reaction prediction with 1.9M reactions from USPTO patents (1976-2016). Task: Predict the product of the given reaction. (1) Given the reactants Cl[C:2]1[N:11]=[CH:10][C:9]2[N:8]([CH2:12][C:13]3[CH:21]=[C:20]([CH3:22])[CH:19]=[CH:18][C:14]=3[C:15]([NH2:17])=[O:16])[CH2:7][CH:6]3[CH2:23][O:24][CH2:25][CH2:26][N:5]3[C:4]=2[N:3]=1.[NH:27]1[C:35]2[C:30](=[C:31](B(O)O)[CH:32]=[CH:33][CH:34]=2)[CH:29]=[CH:28]1, predict the reaction product. The product is: [NH:27]1[C:35]2[C:30](=[C:31]([C:2]3[N:11]=[CH:10][C:9]4[N:8]([CH2:12][C:13]5[CH:21]=[C:20]([CH3:22])[CH:19]=[CH:18][C:14]=5[C:15]([NH2:17])=[O:16])[CH2:7][CH:6]5[CH2:23][O:24][CH2:25][CH2:26][N:5]5[C:4]=4[N:3]=3)[CH:32]=[CH:33][CH:34]=2)[CH:29]=[CH:28]1. (2) Given the reactants C[O:2][C:3](=O)[CH2:4][C:5]1[C:13]2[C:8](=[CH:9][CH:10]=[C:11]([Br:14])[CH:12]=2)[NH:7][CH:6]=1.[H-].[Al+3].[Li+].[H-].[H-].[H-], predict the reaction product. The product is: [Br:14][C:11]1[CH:12]=[C:13]2[C:8](=[CH:9][CH:10]=1)[NH:7][CH:6]=[C:5]2[CH2:4][CH2:3][OH:2]. (3) Given the reactants FC(F)(F)S([O:6][S:7]([C:10]([F:13])([F:12])[F:11])(=[O:9])=[O:8])(=O)=O.[F:16][C:17]([F:25])([C:21]([F:24])([F:23])[F:22])[CH2:18][CH2:19]O, predict the reaction product. The product is: [F:13][C:10]([F:11])([F:12])[S:7]([O:6][CH2:19][CH2:18][C:17]([F:25])([F:16])[C:21]([F:24])([F:23])[F:22])(=[O:8])=[O:9]. (4) Given the reactants Cl[C:2]1[C:7]([O:8][CH2:9][C:10]([F:13])([F:12])[F:11])=[CH:6][CH:5]=[CH:4][N:3]=1.[CH3:14][Mg+].[Br-], predict the reaction product. The product is: [CH3:14][C:2]1[C:7]([O:8][CH2:9][C:10]([F:13])([F:12])[F:11])=[CH:6][CH:5]=[CH:4][N:3]=1. (5) Given the reactants FC(F)(F)[C:3](O)=[O:4].[Cl:8][C:9]1[C:10]([NH:31][C@@H:32]2[C@@H:37]3[CH2:38][C@@H:34]([CH:35]=[CH:36]3)[C@@H:33]2[C:39]([NH2:41])=[O:40])=[C:11]2[N:17]=[C:16]([C:18]3[CH:23]=[CH:22][C:21](CN4CCOCC4)=[CH:20][CH:19]=3)[NH:15][C:12]2=[N:13][CH:14]=1.NC1C(N)=C(N[C@@H]2[C@@H]3C[C@@H](C=C3)[C@@H]2C(N)=O)C(Cl)=CN=1.COC1C=CC(C=O)=CC=1, predict the reaction product. The product is: [Cl:8][C:9]1[C:10]([NH:31][C@@H:32]2[C@@H:37]3[CH2:38][C@@H:34]([CH:35]=[CH:36]3)[C@@H:33]2[C:39]([NH2:41])=[O:40])=[C:11]2[N:17]=[C:16]([C:18]3[CH:19]=[CH:20][C:21]([O:4][CH3:3])=[CH:22][CH:23]=3)[NH:15][C:12]2=[N:13][CH:14]=1. (6) The product is: [S:23]1[C:19]2[CH:18]=[CH:17][CH:16]=[C:15]([CH2:14][N:5]([CH2:6][CH:7]([O:11][CH2:12][CH3:13])[O:8][CH2:9][CH3:10])[C:3]([CH:2]([NH:1][C:48](=[O:49])[CH2:47][CH:46]([NH:45][C:44]([NH:43][CH2:36][C:37]3[CH:42]=[CH:41][CH:40]=[CH:39][CH:38]=3)=[O:52])[CH3:51])[CH2:24][C:25]3[CH:26]=[CH:27][C:28]([O:31][C:32]([CH3:33])([CH3:35])[CH3:34])=[CH:29][CH:30]=3)=[O:4])[C:20]=2[N:21]=[CH:22]1. Given the reactants [NH2:1][CH:2]([CH2:24][C:25]1[CH:30]=[CH:29][C:28]([O:31][C:32]([CH3:35])([CH3:34])[CH3:33])=[CH:27][CH:26]=1)[C:3]([N:5]([CH2:14][C:15]1[C:20]2[N:21]=[CH:22][S:23][C:19]=2[CH:18]=[CH:17][CH:16]=1)[CH2:6][CH:7]([O:11][CH2:12][CH3:13])[O:8][CH2:9][CH3:10])=[O:4].[CH2:36]([NH:43][C:44](=[O:52])[NH:45][C@H:46]([CH3:51])[CH2:47][C:48](O)=[O:49])[C:37]1[CH:42]=[CH:41][CH:40]=[CH:39][CH:38]=1.C(Cl)CCl.C1C=CC2N(O)N=NC=2C=1.CCN(C(C)C)C(C)C, predict the reaction product. (7) Given the reactants [OH:1][CH2:2][CH2:3][CH2:4][N:5]1[CH2:9][CH2:8][NH:7][C:6]1=[C:10]([C:13]#[N:14])[C:11]#[N:12].C(=O)([O-])[O-].[K+].[K+].[Br:21][CH2:22][CH2:23]Br, predict the reaction product. The product is: [Br:21][CH2:22][CH2:23][N:7]1[CH2:8][CH2:9][N:5]([CH2:4][CH2:3][CH2:2][OH:1])[C:6]1=[C:10]([C:11]#[N:12])[C:13]#[N:14]. (8) Given the reactants [C:1]([O:5][C:6](=[O:20])[N:7]([C@@H:9]([C:17](=O)[NH2:18])[CH2:10][C:11]1[CH:16]=[CH:15][CH:14]=[CH:13][CH:12]=1)[CH3:8])([CH3:4])([CH3:3])[CH3:2].[BH4-].[Na+].II.[Cl-].[NH4+].[OH-].[Na+], predict the reaction product. The product is: [C:1]([O:5][C:6](=[O:20])[N:7]([C@@H:9]([CH2:17][NH2:18])[CH2:10][C:11]1[CH:16]=[CH:15][CH:14]=[CH:13][CH:12]=1)[CH3:8])([CH3:2])([CH3:4])[CH3:3]. (9) Given the reactants [CH2:1]([N:3]([CH2:11][CH3:12])[C:4]1([C:9]#[N:10])[CH2:8][CH2:7][CH2:6][CH2:5]1)[CH3:2].[C:13]1([Li])[CH:18]=[CH:17][CH:16]=[CH:15][CH:14]=1.[BH4-].[Na+].NC(C1C=CC=CC=1)C1(N(C)C)CCCC1, predict the reaction product. The product is: [NH2:10][CH:9]([C:13]1[CH:18]=[CH:17][CH:16]=[CH:15][CH:14]=1)[C:4]1([N:3]([CH2:1][CH3:2])[CH2:11][CH3:12])[CH2:5][CH2:6][CH2:7][CH2:8]1.